Dataset: Forward reaction prediction with 1.9M reactions from USPTO patents (1976-2016). Task: Predict the product of the given reaction. (1) Given the reactants [Cl:1][C:2]1[CH:7]=[C:6]([Cl:8])[C:5]([O:9][CH3:10])=[CH:4][C:3]=1[NH:11][C:12]1[C:21]2[C:16](=[CH:17][C:18](F)=[C:19]([O:22][CH2:23]C)[CH:20]=2)[N:15]=[CH:14][C:13]=1[C:26]#[N:27].[O:28]1[CH2:33][CH2:32][CH2:31][CH2:30][CH:29]1[CH2:34][OH:35], predict the reaction product. The product is: [Cl:1][C:2]1[CH:7]=[C:6]([Cl:8])[C:5]([O:9][CH3:10])=[CH:4][C:3]=1[NH:11][C:12]1[C:21]2[C:16](=[CH:17][C:18]([O:35][CH2:34][CH:29]3[CH2:30][CH2:31][CH2:32][CH2:33][O:28]3)=[C:19]([O:22][CH3:23])[CH:20]=2)[N:27]=[CH:26][C:13]=1[C:14]#[N:15]. (2) Given the reactants [CH2:1]([C:5]1[CH:10]=[CH:9][CH:8]=[CH:7][CH:6]=1)[CH2:2][CH:3]=[CH2:4].C(=O)(O)[O-:12].[Na+].ClC1C=CC=C(C(OO)=O)C=1, predict the reaction product. The product is: [CH2:2]([CH:3]1[CH2:4][O:12]1)[CH2:1][C:5]1[CH:10]=[CH:9][CH:8]=[CH:7][CH:6]=1.